This data is from Forward reaction prediction with 1.9M reactions from USPTO patents (1976-2016). The task is: Predict the product of the given reaction. (1) Given the reactants [C:1]([O:5][C:6]([N:8]1[CH2:13][CH2:12][O:11][CH:10]([C:14]([OH:16])=O)[CH2:9]1)=[O:7])([CH3:4])([CH3:3])[CH3:2].CCN(C(C)C)C(C)C.CN(C(ON1N=NC2C=CC=NC1=2)=[N+](C)C)C.F[P-](F)(F)(F)(F)F.Cl.[CH2:51]([O:58][C:59](=[O:78])[NH:60][CH2:61][CH2:62][CH2:63][CH2:64][C@H:65]([NH2:77])[C:66]([C:68]1[S:69][C:70]2[CH:76]=[CH:75][CH:74]=[CH:73][C:71]=2[N:72]=1)=[O:67])[C:52]1[CH:57]=[CH:56][CH:55]=[CH:54][CH:53]=1, predict the reaction product. The product is: [C:1]([O:5][C:6]([N:8]1[CH2:13][CH2:12][O:11][CH:10]([C:14](=[O:16])[NH:77][C@H:65]([C:66]([C:68]2[S:69][C:70]3[CH:76]=[CH:75][CH:74]=[CH:73][C:71]=3[N:72]=2)=[O:67])[CH2:64][CH2:63][CH2:62][CH2:61][NH:60][C:59]([O:58][CH2:51][C:52]2[CH:57]=[CH:56][CH:55]=[CH:54][CH:53]=2)=[O:78])[CH2:9]1)=[O:7])([CH3:2])([CH3:3])[CH3:4]. (2) Given the reactants [CH:1]1([C:6]2[C:7]3[C:14]([I:15])=[CH:13][NH:12][C:8]=3[N:9]=[CH:10][N:11]=2)[CH2:5][CH2:4][CH2:3][CH2:2]1.[H-].[Na+].[C:18]1([S:24](Cl)(=[O:26])=[O:25])[CH:23]=[CH:22][CH:21]=[CH:20][CH:19]=1, predict the reaction product. The product is: [C:18]1([S:24]([N:12]2[C:8]3[N:9]=[CH:10][N:11]=[C:6]([CH:1]4[CH2:2][CH2:3][CH2:4][CH2:5]4)[C:7]=3[C:14]([I:15])=[CH:13]2)(=[O:26])=[O:25])[CH:23]=[CH:22][CH:21]=[CH:20][CH:19]=1. (3) Given the reactants [Br:1][C:2]1[C:10]2[C:9]([NH:11][C:12]3[CH:13]=[C:14]4[CH:22]=[N:21][NH:20][C:15]4=[N:16][C:17]=3[O:18][CH3:19])=[N:8][CH:7]=[N:6][C:5]=2[NH:4][C:3]=1[C:23]([OH:25])=O.BrC1C2C(NC3C=C4C=NNC4=NC=3O)=NC=NC=2NC=1C(O)=O.[CH3:50][N:51]([CH3:58])[CH:52]1[CH2:57][CH2:56][NH:55][CH2:54][CH2:53]1, predict the reaction product. The product is: [Br:1][C:2]1[C:10]2[C:9]([NH:11][C:12]3[CH:13]=[C:14]4[CH:22]=[N:21][NH:20][C:15]4=[N:16][C:17]=3[O:18][CH3:19])=[N:8][CH:7]=[N:6][C:5]=2[NH:4][C:3]=1[C:23]([N:55]1[CH2:56][CH2:57][CH:52]([N:51]([CH3:58])[CH3:50])[CH2:53][CH2:54]1)=[O:25].